From a dataset of TCR-epitope binding with 47,182 pairs between 192 epitopes and 23,139 TCRs. Binary Classification. Given a T-cell receptor sequence (or CDR3 region) and an epitope sequence, predict whether binding occurs between them. (1) The TCR CDR3 sequence is CASSLSAEAFF. Result: 1 (the TCR binds to the epitope). The epitope is CLGGLLTMV. (2) The epitope is KLVALGINAV. The TCR CDR3 sequence is CASSSILETQYF. Result: 0 (the TCR does not bind to the epitope). (3) The epitope is YVLDHLIVV. The TCR CDR3 sequence is CSVEVQRETEQFF. Result: 1 (the TCR binds to the epitope). (4) The epitope is KAYNVTQAF. The TCR CDR3 sequence is CASSFDGGAIEQFF. Result: 1 (the TCR binds to the epitope). (5) The epitope is YFPLQSYGF. The TCR CDR3 sequence is CASSEGQFMNTEAFF. Result: 0 (the TCR does not bind to the epitope). (6) The epitope is LQPFPQPELPYPQPQ. The TCR CDR3 sequence is CASSLNRVGGNTIYF. Result: 0 (the TCR does not bind to the epitope). (7) The epitope is MPASWVMRI. The TCR CDR3 sequence is CASSLGGIYEQYF. Result: 0 (the TCR does not bind to the epitope). (8) The epitope is FIAGLIAIV. The TCR CDR3 sequence is CASSDDIAFGELFF. Result: 1 (the TCR binds to the epitope). (9) The epitope is LLQTGIHVRVSQPSL. The TCR CDR3 sequence is CASRGGTPYNEQFF. Result: 1 (the TCR binds to the epitope). (10) The epitope is KTSVDCTMYI. The TCR CDR3 sequence is CSAAIPDSGETQYF. Result: 0 (the TCR does not bind to the epitope).